The task is: Predict the reaction yield, written as a fraction of the theoretical maximum amount of product (1.0 means a 100% yield; for example, 0.34 means a 34% yield).. This data is from Reaction yield outcomes from USPTO patents with 853,638 reactions. (1) The reactants are [CH:1]1([O:7][C:8]([O:10][CH2:11][CH2:12][O:13][C:14]([C:16]2[N:17]=[C:18]([C:47]([F:50])([F:49])[F:48])[N:19]3[CH2:24][CH2:23][N:22]([C:25](=[O:46])[CH2:26][C@H:27]([NH:38]C(OC(C)(C)C)=O)[CH2:28][C:29]4[CH:34]=[C:33]([F:35])[C:32]([F:36])=[CH:31][C:30]=4[F:37])[CH2:21][C:20]=23)=[O:15])=[O:9])[CH2:6][CH2:5][CH2:4][CH2:3][CH2:2]1.[ClH:51]. The catalyst is C(OCC)(=O)C. The product is [ClH:51].[CH:1]1([O:7][C:8]([O:10][CH2:11][CH2:12][O:13][C:14]([C:16]2[N:17]=[C:18]([C:47]([F:48])([F:49])[F:50])[N:19]3[CH2:24][CH2:23][N:22]([C:25](=[O:46])[CH2:26][C@H:27]([NH2:38])[CH2:28][C:29]4[CH:34]=[C:33]([F:35])[C:32]([F:36])=[CH:31][C:30]=4[F:37])[CH2:21][C:20]=23)=[O:15])=[O:9])[CH2:2][CH2:3][CH2:4][CH2:5][CH2:6]1. The yield is 0.961. (2) The reactants are C([O:4][CH2:5][C:6]1[C:7]([N:38]2[CH2:50][CH2:49][N:41]3[C:42]4[CH2:43][CH2:44][CH2:45][CH2:46][C:47]=4[CH:48]=[C:40]3[C:39]2=[O:51])=[N:8][CH:9]=[CH:10][C:11]=1[C:12]1[CH:17]=[C:16]([NH:18][C:19]2[CH:24]=[CH:23][C:22]([N:25]3[CH2:30][CH2:29][N:28]([CH:31]4[CH2:34][O:33][CH2:32]4)[CH2:27][C@H:26]3[CH3:35])=[CH:21][N:20]=2)[C:15](=[O:36])[N:14]([CH3:37])[CH:13]=1)(=O)C.O.[Li+].[OH-]. The catalyst is CC(O)C.O1CCCC1. The product is [OH:4][CH2:5][C:6]1[C:7]([N:38]2[CH2:50][CH2:49][N:41]3[C:42]4[CH2:43][CH2:44][CH2:45][CH2:46][C:47]=4[CH:48]=[C:40]3[C:39]2=[O:51])=[N:8][CH:9]=[CH:10][C:11]=1[C:12]1[CH:17]=[C:16]([NH:18][C:19]2[CH:24]=[CH:23][C:22]([N:25]3[CH2:30][CH2:29][N:28]([CH:31]4[CH2:34][O:33][CH2:32]4)[CH2:27][C@H:26]3[CH3:35])=[CH:21][N:20]=2)[C:15](=[O:36])[N:14]([CH3:37])[CH:13]=1. The yield is 0.760.